This data is from Reaction yield outcomes from USPTO patents with 853,638 reactions. The task is: Predict the reaction yield, written as a fraction of the theoretical maximum amount of product (1.0 means a 100% yield; for example, 0.34 means a 34% yield). The reactants are I[C:2]1[CH:11]=[C:10]2[C:5]([C:6]([N:13]3[CH2:17][CH2:16][CH2:15][CH2:14]3)=[CH:7][C:8]([CH3:12])=[N:9]2)=[CH:4][CH:3]=1.[CH3:18][C:19]([CH3:24])([CH3:23])[C:20]([NH2:22])=[O:21].C(=O)([O-])[O-].[K+].[K+]. The catalyst is CN(C=O)C.[Cu]I. The product is [CH3:18][C:19]([CH3:24])([CH3:23])[C:20]([NH:22][C:2]1[CH:11]=[C:10]2[C:5]([C:6]([N:13]3[CH2:17][CH2:16][CH2:15][CH2:14]3)=[CH:7][C:8]([CH3:12])=[N:9]2)=[CH:4][CH:3]=1)=[O:21]. The yield is 0.504.